Dataset: Full USPTO retrosynthesis dataset with 1.9M reactions from patents (1976-2016). Task: Predict the reactants needed to synthesize the given product. (1) Given the product [CH:1]1([C:7]2[C:8]3[S:14][C:13]([C:15]([O:17][C:18]([CH3:21])([CH3:20])[CH3:19])=[O:16])=[CH:12][C:9]=3[N:10]([CH2:25][C:26]([O:28][CH3:29])=[O:27])[CH:11]=2)[CH2:2][CH2:3][CH2:4][CH2:5][CH2:6]1, predict the reactants needed to synthesize it. The reactants are: [CH:1]1([C:7]2[C:8]3[S:14][C:13]([C:15]([O:17][C:18]([CH3:21])([CH3:20])[CH3:19])=[O:16])=[CH:12][C:9]=3[NH:10][CH:11]=2)[CH2:6][CH2:5][CH2:4][CH2:3][CH2:2]1.[H-].[Na+].Br[CH2:25][C:26]([O:28][CH3:29])=[O:27]. (2) The reactants are: [C:1]([O:5][C:6]([N:8]([CH2:10][C:11]1[CH:12]=[C:13]([C:29]2[CH:34]=[CH:33][CH:32]=[CH:31][CH:30]=2)[N:14]([S:16]([C:19]2[CH:20]=[C:21]([CH:26]=[CH:27][CH:28]=2)[C:22]([O:24]C)=[O:23])(=[O:18])=[O:17])[CH:15]=1)[CH3:9])=[O:7])([CH3:4])([CH3:3])[CH3:2].[OH-].[Na+].Cl. Given the product [C:1]([O:5][C:6]([N:8]([CH2:10][C:11]1[CH:12]=[C:13]([C:29]2[CH:30]=[CH:31][CH:32]=[CH:33][CH:34]=2)[N:14]([S:16]([C:19]2[CH:20]=[C:21]([CH:26]=[CH:27][CH:28]=2)[C:22]([OH:24])=[O:23])(=[O:18])=[O:17])[CH:15]=1)[CH3:9])=[O:7])([CH3:4])([CH3:2])[CH3:3], predict the reactants needed to synthesize it. (3) Given the product [NH:1]([C:8]([NH:10][C:11]1[CH:12]=[CH:13][C:14]([O:20][CH:21]([C:22]2[CH:23]=[CH:24][CH:25]=[CH:26][CH:27]=2)[C:28]2[CH:29]=[CH:30][CH:31]=[CH:32][CH:33]=2)=[C:15]([CH:19]=1)[C:16]([NH:43][C:34]([CH3:36])([C:37]1[CH:42]=[CH:41][CH:40]=[CH:39][CH:38]=1)[CH3:35])=[O:17])=[O:9])[C:2]1[CH:7]=[CH:6][CH:5]=[CH:4][CH:3]=1, predict the reactants needed to synthesize it. The reactants are: [NH:1]([C:8]([NH:10][C:11]1[CH:12]=[CH:13][C:14]([O:20][CH:21]([C:28]2[CH:33]=[CH:32][CH:31]=[CH:30][CH:29]=2)[C:22]2[CH:27]=[CH:26][CH:25]=[CH:24][CH:23]=2)=[C:15]([CH:19]=1)[C:16](O)=[O:17])=[O:9])[C:2]1[CH:7]=[CH:6][CH:5]=[CH:4][CH:3]=1.[C:34]([NH2:43])([C:37]1[CH:42]=[CH:41][CH:40]=[CH:39][CH:38]=1)([CH3:36])[CH3:35].ON1C2C=CC=CC=2N=N1.Cl.C(N=C=NCCCN(C)C)C. (4) The reactants are: [CH2:1]([O:3][C:4]1[CH:5]=[C:6]([C:10]2[CH:15]=[CH:14][C:13]([CH:16]=O)=[CH:12][CH:11]=2)[CH:7]=[CH:8][CH:9]=1)[CH3:2].[C:18]([OH:23])(=[O:22])[C:19]([CH3:21])=[O:20].[OH-].[K+]. Given the product [CH2:1]([O:3][C:4]1[CH:5]=[C:6]([C:10]2[CH:11]=[CH:12][C:13]([CH:16]=[CH:21][C:19](=[O:20])[C:18]([OH:23])=[O:22])=[CH:14][CH:15]=2)[CH:7]=[CH:8][CH:9]=1)[CH3:2], predict the reactants needed to synthesize it. (5) Given the product [OH:28][CH2:27][CH2:26][CH:23]1[S:22][C:21]([C:5]2[NH:6][C:7]3[C:3]([CH:4]=2)=[C:2]([CH3:1])[CH:10]=[CH:9][C:8]=3[N:11]([CH3:20])[S:12]([C:15]2[S:16][CH:17]=[CH:18][CH:19]=2)(=[O:14])=[O:13])=[N:25][CH2:24]1, predict the reactants needed to synthesize it. The reactants are: [CH3:1][C:2]1[CH:10]=[CH:9][C:8]([N:11]([CH3:20])[S:12]([C:15]2[S:16][CH:17]=[CH:18][CH:19]=2)(=[O:14])=[O:13])=[C:7]2[C:3]=1[CH:4]=[C:5]([C:21]1[S:22][CH:23]([CH2:26][C:27](OCC)=[O:28])[CH2:24][N:25]=1)[NH:6]2.[BH4-].[Li+].O1CCCC1.C(O)(=O)CC(CC(O)=O)(C(O)=O)O. (6) Given the product [Br:1][C:2]1[CH:3]=[C:4]2[C:12]([C:11]3[CH:10]=[CH:9][C:8]([C:33]4[S:34][C:35]([C:38]5[CH:39]=[CH:40][C:41]([O:44][CH3:45])=[CH:42][CH:43]=5)=[CH:36][CH:37]=4)=[CH:7][C:6]=3[C:5]2([CH2:22][CH2:23][CH2:24][CH2:25][CH2:26][CH3:27])[CH2:16][CH2:17][CH2:18][CH2:19][CH2:20][CH3:21])=[CH:13][CH:14]=1, predict the reactants needed to synthesize it. The reactants are: [Br:1][C:2]1[CH:14]=[CH:13][C:12]2[C:11]3[C:6](=[CH:7][C:8](I)=[CH:9][CH:10]=3)[C:5]([CH2:22][CH2:23][CH2:24][CH2:25][CH2:26][CH3:27])([CH2:16][CH2:17][CH2:18][CH2:19][CH2:20][CH3:21])[C:4]=2[CH:3]=1.C([Sn](CCCC)(CCCC)[C:33]1[S:34][C:35]([C:38]2[CH:43]=[CH:42][C:41]([O:44][CH3:45])=[CH:40][CH:39]=2)=[CH:36][CH:37]=1)CCC. (7) Given the product [N+:19]([C:18]1[CH:10]=[CH:11][C:12]([C:13]([NH2:15])=[O:14])=[CH:16][C:17]=1[O:1][CH:2]1[CH2:6][CH2:5][O:4][CH2:3]1)([O-:21])=[O:20], predict the reactants needed to synthesize it. The reactants are: [OH:1][CH:2]1[CH2:6][CH2:5][O:4][CH2:3]1.[H-].[Na+].F[C:10]1[CH:11]=[C:12]([CH:16]=[CH:17][C:18]=1[N+:19]([O-:21])=[O:20])[C:13]([NH2:15])=[O:14]. (8) Given the product [CH2:1]([NH:8][C:9]([C:11]1[S:15][C:14]([C:21]2[CH:22]=[N:23][CH:24]=[C:19]([I:18])[N:20]=2)=[N:13][C:12]=1[CH3:17])=[O:10])[C:2]1[CH:7]=[CH:6][CH:5]=[CH:4][CH:3]=1, predict the reactants needed to synthesize it. The reactants are: [CH2:1]([NH:8][C:9]([C:11]1[S:15][C:14](Br)=[N:13][C:12]=1[CH3:17])=[O:10])[C:2]1[CH:7]=[CH:6][CH:5]=[CH:4][CH:3]=1.[I:18][C:19]1[CH:24]=[N:23][CH:22]=[C:21](I)[N:20]=1. (9) Given the product [Cl:31][C:34]1[CH:35]=[C:36]([C:37](=[O:33])[CH3:28])[CH:7]=[C:8]([CH3:27])[C:9]=1[O:10][C:11]1[N:15]([CH3:16])[C:14]2[C:17]([CH:22]([CH2:25][CH3:26])[CH2:23][CH3:24])=[CH:18][CH:19]=[C:20]([Cl:21])[C:13]=2[N:32]=1, predict the reactants needed to synthesize it. The reactants are: ClC1C=C([CH:7]=[C:8]([CH3:27])[C:9]=1[O:10][C:11]1[N:15]([CH3:16])[C:14]2[C:17]([CH:22]([CH2:25][CH3:26])[CH2:23][CH3:24])=[CH:18][CH:19]=[C:20]([Cl:21])[C:13]=2N=1)C#N.[CH3:28][Mg]Br.[Cl-:31].[NH4+:32].[O:33]1[CH2:37][CH2:36][CH2:35][CH2:34]1. (10) Given the product [CH3:4][C@H:3]([CH2:5][CH3:6])[C@@H:2]([NH:1][C:16](=[O:17])[C:13]1[CH:14]=[CH:15][C:10]([CH3:19])=[CH:11][CH:12]=1)[C:7]([OH:9])=[O:8], predict the reactants needed to synthesize it. The reactants are: [NH2:1][C@H:2]([C:7]([OH:9])=[O:8])[C@H:3]([CH2:5][CH3:6])[CH3:4].[C:10]1([CH3:19])[CH:15]=[CH:14][C:13]([C:16](Cl)=[O:17])=[CH:12][CH:11]=1.